From a dataset of Catalyst prediction with 721,799 reactions and 888 catalyst types from USPTO. Predict which catalyst facilitates the given reaction. (1) Reactant: [Cl:1][C:2]1[CH:7]=[CH:6][C:5]([Br:8])=[CH:4][C:3]=1[OH:9].C([O-])([O-])=O.[K+].[K+].[CH2:16](I)[CH3:17]. Product: [Br:8][C:5]1[CH:6]=[CH:7][C:2]([Cl:1])=[C:3]([O:9][CH2:16][CH3:17])[CH:4]=1. The catalyst class is: 215. (2) Reactant: C[O:2][C:3](=[O:21])[CH:4]([N:9]1[C:17]2[C:12](=[CH:13][C:14]([Cl:18])=[CH:15][CH:16]=2)[C:11](=[O:19])[C:10]1=[O:20])[CH2:5][CH:6]([CH3:8])[CH3:7].O.[OH-].[Li+]. Product: [Cl:18][C:14]1[CH:13]=[C:12]2[C:17](=[CH:16][CH:15]=1)[N:9]([CH:4]([CH2:5][CH:6]([CH3:7])[CH3:8])[C:3]([OH:21])=[O:2])[C:10](=[O:20])[C:11]2=[O:19]. The catalyst class is: 30. (3) Reactant: [C:1]([O:5][C:6](=[O:26])[NH:7][C:8]1[CH:13]=[C:12]([N:14]2[CH2:18][CH2:17][CH2:16][CH2:15]2)[C:11]([C:19]([F:22])([F:21])[F:20])=[CH:10][C:9]=1[N+:23]([O-])=O)([CH3:4])([CH3:3])[CH3:2]. Product: [C:1]([O:5][C:6](=[O:26])[NH:7][C:8]1[CH:13]=[C:12]([N:14]2[CH2:18][CH2:17][CH2:16][CH2:15]2)[C:11]([C:19]([F:21])([F:22])[F:20])=[CH:10][C:9]=1[NH2:23])([CH3:4])([CH3:2])[CH3:3]. The catalyst class is: 45. (4) Reactant: [CH2:1]([O:3][C:4](=[O:13])[C:5]1[CH:10]=[C:9](N)[CH:8]=[CH:7][C:6]=1[CH3:12])[CH3:2].[I:14]I.N(OC(C)(C)C)=O. Product: [CH3:9][CH2:10][CH2:5][CH:6]([CH3:12])[CH3:7].[CH3:2][CH2:1][O:3][C:4]([CH3:5])=[O:13].[CH2:1]([O:3][C:4](=[O:13])[C:5]1[CH:10]=[C:9]([I:14])[CH:8]=[CH:7][C:6]=1[CH3:12])[CH3:2]. The catalyst class is: 11. (5) Reactant: Cl.[CH3:2][O:3][C:4]1[CH:12]=[CH:11][C:10]2[N:9]([CH3:13])[C:8]3[C:14]4([CH2:20][CH2:21][C:7]=3[C:6]=2[CH:5]=1)[CH2:19][CH2:18][NH:17][CH2:16][CH2:15]4.C(N(CC)CC)C.[C:29](Cl)(=[O:36])[C:30]1[CH:35]=[CH:34][CH:33]=[CH:32][CH:31]=1. Product: [OH2:3].[C:29]([N:17]1[CH2:18][CH2:19][C:14]2([C:8]3[N:9]([CH3:13])[C:10]4[CH:11]=[CH:12][C:4]([O:3][CH3:2])=[CH:5][C:6]=4[C:7]=3[CH2:21][CH2:20]2)[CH2:15][CH2:16]1)(=[O:36])[C:30]1[CH:35]=[CH:34][CH:33]=[CH:32][CH:31]=1. The catalyst class is: 4. (6) Reactant: [CH3:1][O:2][CH2:3][CH2:4][N:5]1[CH2:10][CH2:9][CH:8]([NH2:11])[CH2:7][CH2:6]1.[CH2:12]([O:14][C:15](=[O:34])[CH:16]([C:24]1[C:29]([N+:30]([O-:32])=[O:31])=[CH:28][N:27]=[C:26](Cl)[N:25]=1)[C:17]([O:19][C:20]([CH3:23])([CH3:22])[CH3:21])=[O:18])[CH3:13].C(OC(C)(C)C)(=O)CC(OCC)=O. Product: [CH2:12]([O:14][C:15](=[O:34])[CH:16]([C:24]1[C:29]([N+:30]([O-:32])=[O:31])=[CH:28][N:27]=[C:26]([NH:11][CH:8]2[CH2:7][CH2:6][N:5]([CH2:4][CH2:3][O:2][CH3:1])[CH2:10][CH2:9]2)[N:25]=1)[C:17]([O:19][C:20]([CH3:23])([CH3:22])[CH3:21])=[O:18])[CH3:13]. The catalyst class is: 351. (7) Reactant: [Cl:1][C:2]1[CH:7]=[CH:6][C:5]([N+:8]([O-])=O)=[CH:4][C:3]=1[O:11]C. Product: [Cl:1][C:2]1[CH:7]=[CH:6][C:5]([NH2:8])=[CH:4][C:3]=1[OH:11]. The catalyst class is: 844.